This data is from Peptide-MHC class I binding affinity with 185,985 pairs from IEDB/IMGT. The task is: Regression. Given a peptide amino acid sequence and an MHC pseudo amino acid sequence, predict their binding affinity value. This is MHC class I binding data. (1) The peptide sequence is KVTAASPML. The MHC is HLA-A02:01 with pseudo-sequence HLA-A02:01. The binding affinity (normalized) is 0.471. (2) The peptide sequence is IVKNIREGT. The MHC is HLA-A02:03 with pseudo-sequence HLA-A02:03. The binding affinity (normalized) is 0.232. (3) The peptide sequence is EVRLATMLF. The MHC is HLA-A80:01 with pseudo-sequence HLA-A80:01. The binding affinity (normalized) is 0.0847.